Predict the reactants needed to synthesize the given product. From a dataset of Full USPTO retrosynthesis dataset with 1.9M reactions from patents (1976-2016). (1) Given the product [F:1][C:2]1[CH:7]=[CH:6][C:5]([NH:8][C:9]2[C:10]3[C:17]([CH3:18])=[C:16]([C:19]([NH:44][S:41]([CH3:40])(=[O:43])=[O:42])=[O:20])[S:15][C:11]=3[N:12]=[CH:13][N:14]=2)=[C:4]([O:22][C@@H:23]2[CH2:27][CH2:26][O:25][CH2:24]2)[CH:3]=1, predict the reactants needed to synthesize it. The reactants are: [F:1][C:2]1[CH:7]=[CH:6][C:5]([NH:8][C:9]2[C:10]3[C:17]([CH3:18])=[C:16]([C:19](O)=[O:20])[S:15][C:11]=3[N:12]=[CH:13][N:14]=2)=[C:4]([O:22][C@@H:23]2[CH2:27][CH2:26][O:25][CH2:24]2)[CH:3]=1.Cl.C(N=C=NCCCN(C)C)C.[CH3:40][S:41]([NH2:44])(=[O:43])=[O:42]. (2) Given the product [CH2:1]([O:3][C:4]1[CH:28]=[CH:27][C:7]2[C:8]3[CH2:9][CH2:10][CH:11]([CH:18]4[CH2:23][CH2:22][CH:21]([CH2:24][CH2:25][CH3:26])[CH2:20][CH2:19]4)[O:12][C:13]=3[C:14]([F:17])=[C:15]([F:16])[C:6]=2[CH:5]=1)[CH3:2], predict the reactants needed to synthesize it. The reactants are: [CH2:1]([O:3][C:4]1[CH:28]=[CH:27][C:7]2[C:8]3[CH:9]=[CH:10][CH:11]([CH:18]4[CH2:23][CH2:22][CH:21]([CH2:24][CH2:25][CH3:26])[CH2:20][CH2:19]4)[O:12][C:13]=3[C:14]([F:17])=[C:15]([F:16])[C:6]=2[CH:5]=1)[CH3:2]. (3) Given the product [CH:36]([C:32]1[CH:31]=[C:30]([C:27]2[CH:26]=[CH:25][C:24]([S:21]([NH:20][CH:19]3[C:13]4[CH:12]=[CH:11][CH:10]=[C:9]([O:8][CH2:7][C:6]([OH:39])=[O:5])[C:14]=4[CH2:15][CH2:16][CH2:17][CH2:18]3)(=[O:23])=[O:22])=[CH:29][CH:28]=2)[CH:35]=[CH:34][CH:33]=1)([CH3:38])[CH3:37], predict the reactants needed to synthesize it. The reactants are: C([O:5][C:6](=[O:39])[CH2:7][O:8][C:9]1[C:14]2[CH2:15][CH2:16][CH2:17][CH2:18][CH:19]([NH:20][S:21]([C:24]3[CH:29]=[CH:28][C:27]([C:30]4[CH:35]=[CH:34][CH:33]=[C:32]([CH:36]([CH3:38])[CH3:37])[CH:31]=4)=[CH:26][CH:25]=3)(=[O:23])=[O:22])[C:13]=2[CH:12]=[CH:11][CH:10]=1)(C)(C)C.[OH-].[Na+]. (4) Given the product [NH2:1][C:2]1[N:3]=[C:4]([C:13]2[O:14][C:15]([CH3:18])=[CH:16][CH:17]=2)[C:5]([C:11]#[N:12])=[C:6]([O:27][CH2:26][C:21]2[C:20]([CH3:19])=[CH:25][CH:24]=[CH:23][N:22]=2)[N:7]=1, predict the reactants needed to synthesize it. The reactants are: [NH2:1][C:2]1[N:7]=[C:6](S(C)=O)[C:5]([C:11]#[N:12])=[C:4]([C:13]2[O:14][C:15]([CH3:18])=[CH:16][CH:17]=2)[N:3]=1.[CH3:19][C:20]1[C:21]([CH2:26][OH:27])=[N:22][CH:23]=[CH:24][CH:25]=1.C1CCN2C(=NCCC2)CC1. (5) Given the product [CH:11]1([C@@:14]23[CH2:15][CH2:16][C:17](=[O:18])[N:1]2[C@@H:2]([C:5]2[CH:10]=[CH:9][CH:8]=[CH:7][CH:6]=2)[CH2:3][O:4]3)[CH2:13][CH2:12]1, predict the reactants needed to synthesize it. The reactants are: [NH2:1][C@@H:2]([C:5]1[CH:10]=[CH:9][CH:8]=[CH:7][CH:6]=1)[CH2:3][OH:4].[CH:11]1([C:14](=O)[CH2:15][CH2:16][C:17](O)=[O:18])[CH2:13][CH2:12]1.